From a dataset of Catalyst prediction with 721,799 reactions and 888 catalyst types from USPTO. Predict which catalyst facilitates the given reaction. (1) Reactant: C([C:3]1[O:4][C:5]2[C:12](O)=[C:11](C)[C:10](C=C)=[CH:9][C:6]=2[C:7]=1O)=C.C1N2CN3CN(C2)CN1C3. Product: [O:4]1[C:5]2[CH:12]=[CH:11][CH:10]=[CH:9][C:6]=2[CH:7]=[CH:3]1. The catalyst class is: 55. (2) Reactant: [CH2:1]([NH:3][C:4]([NH:6][C:7]1[CH:12]=[CH:11][C:10]([C:13]2[N:14]=[C:15]([N:28]3[CH2:33][CH2:32][O:31][CH2:30][C@@H:29]3[CH3:34])[C:16]3[CH2:21][N:20]([CH:22]4[CH2:27][CH2:26][NH:25][CH2:24][CH2:23]4)[CH2:19][C:17]=3[N:18]=2)=[CH:9][C:8]=1[F:35])=[O:5])[CH3:2].CCN(C(C)C)C(C)C.Cl[C:46]([O:48][CH3:49])=[O:47]. Product: [CH2:1]([NH:3][C:4](=[O:5])[NH:6][C:7]1[CH:12]=[CH:11][C:10]([C:13]2[N:14]=[C:15]([N:28]3[CH2:33][CH2:32][O:31][CH2:30][C@@H:29]3[CH3:34])[C:16]3[CH2:21][N:20]([CH:22]4[CH2:23][CH2:24][N:25]([C:46]([O:48][CH3:49])=[O:47])[CH2:26][CH2:27]4)[CH2:19][C:17]=3[N:18]=2)=[CH:9][C:8]=1[F:35])[CH3:2]. The catalyst class is: 12. (3) Reactant: Br[C:2]1[CH:7]=[CH:6][C:5]([CH:8]([O:11][CH3:12])[O:9][CH3:10])=[C:4]([F:13])[CH:3]=1.C([Li])CCC.CN(C)[CH:21]=[O:22].O. Product: [CH3:10][O:9][CH:8]([O:11][CH3:12])[C:5]1[CH:6]=[CH:7][C:2]([CH:21]=[O:22])=[CH:3][C:4]=1[F:13]. The catalyst class is: 7. (4) Reactant: [H-].[Al+3].[Li+].[H-].[H-].[H-].CON(C)[C:10]([C:12]1[C:20]2[C:15](=[CH:16][CH:17]=[C:18]([I:21])[CH:19]=2)[N:14]([CH:22]2[CH2:27][CH2:26][CH2:25][CH2:24][O:23]2)[N:13]=1)=[O:11]. Product: [I:21][C:18]1[CH:19]=[C:20]2[C:15](=[CH:16][CH:17]=1)[N:14]([CH:22]1[CH2:27][CH2:26][CH2:25][CH2:24][O:23]1)[N:13]=[C:12]2[CH:10]=[O:11]. The catalyst class is: 1. (5) Reactant: F[C:2]1[CH:9]=[CH:8][C:5]([C:6]#[N:7])=[CH:4][CH:3]=1.[OH:10][C:11]1[CH:20]=[CH:19][C:18]2[C:13](=[CH:14][CH:15]=[CH:16][CH:17]=2)[CH:12]=1.C(=O)([O-])[O-].[Cs+].[Cs+].Cl. Product: [CH:12]1[C:13]2[C:18](=[CH:17][CH:16]=[CH:15][CH:14]=2)[CH:19]=[CH:20][C:11]=1[O:10][C:2]1[CH:9]=[CH:8][C:5]([C:6]#[N:7])=[CH:4][CH:3]=1. The catalyst class is: 3. (6) Reactant: [CH2:1]([O:3][C:4]([C@@H:6]1[CH2:10][CH:9]([O:11][Si:12]([C:15]([CH3:18])([CH3:17])[CH3:16])([CH3:14])[CH3:13])[CH2:8][C@H:7]1[CH2:19][OH:20])=[O:5])[CH3:2].[Cl:21][C:22]1[CH:27]=[CH:26][C:25](O)=[CH:24][CH:23]=1.C1(P(C2C=CC=CC=2)C2C=CC=CC=2)C=CC=CC=1.C(OC(N=NC(OC(C)(C)C)=O)=O)(C)(C)C. Product: [CH2:1]([O:3][C:4]([C@@H:6]1[CH2:10][CH:9]([O:11][Si:12]([C:15]([CH3:16])([CH3:18])[CH3:17])([CH3:13])[CH3:14])[CH2:8][C@H:7]1[CH2:19][O:20][C:25]1[CH:26]=[CH:27][C:22]([Cl:21])=[CH:23][CH:24]=1)=[O:5])[CH3:2]. The catalyst class is: 489.